From a dataset of Forward reaction prediction with 1.9M reactions from USPTO patents (1976-2016). Predict the product of the given reaction. (1) Given the reactants [NH2:1][C@H:2]1[CH2:7][C@@H:6]([C:8]([F:11])([F:10])[F:9])[CH2:5][N:4]([C:12]2[CH:17]=[CH:16][N:15]=[CH:14][C:13]=2[NH:18][C:19]([C:21]2[C:30]([NH:31]C(=O)OCC3C=CC=CC=3)=[CH:29][C:28]3[C:23](=[CH:24][C:25]([N:42]4[CH2:47][CH2:46][O:45][CH2:44][CH2:43]4)=[CH:26][CH:27]=3)[N:22]=2)=[O:20])[CH2:3]1, predict the reaction product. The product is: [NH2:31][C:30]1[C:21]([C:19]([NH:18][C:13]2[CH:14]=[N:15][CH:16]=[CH:17][C:12]=2[N:4]2[CH2:5][C@H:6]([C:8]([F:10])([F:11])[F:9])[CH2:7][C@H:2]([NH2:1])[CH2:3]2)=[O:20])=[N:22][C:23]2[C:28]([CH:29]=1)=[CH:27][CH:26]=[C:25]([N:42]1[CH2:43][CH2:44][O:45][CH2:46][CH2:47]1)[CH:24]=2. (2) Given the reactants [C:1]1([CH:7]([C:14]2[CH:19]=[CH:18][C:17]([C:20]3[CH:25]=[CH:24][CH:23]=[CH:22][CH:21]=3)=[CH:16][CH:15]=2)[CH2:8][C:9](OCC)=[O:10])[CH:6]=[CH:5][CH:4]=[CH:3][CH:2]=1.[H-].[Al+3].[Li+].[H-].[H-].[H-].[OH-].[Na+], predict the reaction product. The product is: [CH3:3][CH2:2][CH2:1][CH:7]([CH3:14])[CH3:8].[C:1]1([CH:7]([C:14]2[CH:15]=[CH:16][C:17]([C:20]3[CH:25]=[CH:24][CH:23]=[CH:22][CH:21]=3)=[CH:18][CH:19]=2)[CH2:8][CH2:9][OH:10])[CH:2]=[CH:3][CH:4]=[CH:5][CH:6]=1. (3) Given the reactants C([N:4]([S:34]([CH2:37][C:38]1[CH:43]=[CH:42][CH:41]=[CH:40][CH:39]=1)(=[O:36])=[O:35])[C:5]([CH:7]1[CH2:12][CH2:11][N:10]([C:13]2[C:23]([C:24]#[N:25])=[CH:22][C:16]([C:17]([O:19][CH2:20][CH3:21])=[O:18])=[C:15]([O:26]S(C(F)(F)F)(=O)=O)[N:14]=2)[CH2:9][CH2:8]1)=[O:6])C=C.CC1(C)C2C(=C(P(C3C=CC=CC=3)C3C=CC=CC=3)C=CC=2)OC2C(P(C3C=CC=CC=3)C3C=CC=CC=3)=CC=CC1=2.O[CH2:87][CH2:88][C:89]#[N:90].CCN(C(C)C)C(C)C, predict the reaction product. The product is: [CH2:37]([S:34]([NH:4][C:5]([CH:7]1[CH2:12][CH2:11][N:10]([C:13]2[C:23]([C:24]#[N:25])=[CH:22][C:16]([C:17]([O:19][CH2:20][CH3:21])=[O:18])=[C:15]([O:26][CH2:87][CH2:88][C:89]#[N:90])[N:14]=2)[CH2:9][CH2:8]1)=[O:6])(=[O:35])=[O:36])[C:38]1[CH:39]=[CH:40][CH:41]=[CH:42][CH:43]=1. (4) Given the reactants [N:1]([CH:4]([O:16][CH2:17][CH2:18][OH:19])[CH2:5][O:6][C:7]1[CH:8]=[C:9]([CH:13]=[CH:14][CH:15]=1)[C:10]([OH:12])=[O:11])=[N+:2]=[N-:3].[H-].[Na+].Br[CH2:23][C:24]([O:26][CH2:27][CH3:28])=[O:25], predict the reaction product. The product is: [N:1]([CH:4]([O:16][CH2:17][CH2:18][O:19][CH2:23][C:24]([O:26][CH2:27][CH3:28])=[O:25])[CH2:5][O:6][C:7]1[CH:8]=[C:9]([CH:13]=[CH:14][CH:15]=1)[C:10]([OH:12])=[O:11])=[N+:2]=[N-:3]. (5) Given the reactants [Br:1][C:2]([CH3:7])([CH3:6])[C:3](Br)=[O:4].[CH2:8]([OH:15])[C:9]1[CH:14]=[CH:13][CH:12]=[CH:11][CH:10]=1.N1C=CC=CC=1.O, predict the reaction product. The product is: [Br:1][C:2]([CH3:7])([CH3:6])[C:3]([O:15][CH2:8][C:9]1[CH:14]=[CH:13][CH:12]=[CH:11][CH:10]=1)=[O:4]. (6) Given the reactants Br[C:2]1[CH:7]=[CH:6][CH:5]=[CH:4][C:3]=1[CH2:8][C:9]([OH:11])=[O:10].[CH3:12][C:13]1[CH:14]=[C:15]([CH:17]=[CH:18][C:19]=1[CH3:20])[NH2:16], predict the reaction product. The product is: [CH3:12][C:13]1[CH:14]=[C:15]([NH:16][C:2]2[CH:7]=[CH:6][CH:5]=[CH:4][C:3]=2[CH2:8][C:9]([OH:11])=[O:10])[CH:17]=[CH:18][C:19]=1[CH3:20]. (7) Given the reactants Cl.[F:2][C:3]([F:35])([F:34])[C:4]1[CH:5]=[C:6]([C@@H:14]([N:16]([CH3:33])[C:17]([C@H:19]2[CH2:24][CH2:23][NH:22][CH2:21][C@@H:20]2[C:25]2[CH:30]=[CH:29][C:28]([F:31])=[CH:27][C:26]=2[CH3:32])=[O:18])[CH3:15])[CH:7]=[C:8]([C:10]([F:13])([F:12])[F:11])[CH:9]=1.I[CH2:37][C:38]([NH2:40])=[O:39].CCN(CC)CC.O, predict the reaction product. The product is: [NH2:40][C:38](=[O:39])[CH2:37][N:22]1[CH2:23][CH2:24][C@H:19]([C:17]([N:16]([C@H:14]([C:6]2[CH:7]=[C:8]([C:10]([F:12])([F:13])[F:11])[CH:9]=[C:4]([C:3]([F:2])([F:34])[F:35])[CH:5]=2)[CH3:15])[CH3:33])=[O:18])[C@@H:20]([C:25]2[CH:30]=[CH:29][C:28]([F:31])=[CH:27][C:26]=2[CH3:32])[CH2:21]1.